Dataset: Forward reaction prediction with 1.9M reactions from USPTO patents (1976-2016). Task: Predict the product of the given reaction. (1) The product is: [Br:60][C:61]1[CH:66]=[C:65]([CH:64]=[CH:63][CH:62]=1)[O:23][CH2:22][C:10]1[N:9]=[C:8]([NH:7][CH2:6][C:5]2[CH:24]=[CH:25][C:26]([O:27][CH3:28])=[C:3]([O:2][CH3:1])[CH:4]=2)[N:13]2[N:14]=[C:15]([C:17]3[O:18][CH:19]=[CH:20][CH:21]=3)[N:16]=[C:12]2[CH:11]=1. Given the reactants [CH3:1][O:2][C:3]1[CH:4]=[C:5]([CH:24]=[CH:25][C:26]=1[O:27][CH3:28])[CH2:6][NH:7][C:8]1[N:13]2[N:14]=[C:15]([C:17]3[O:18][CH:19]=[CH:20][CH:21]=3)[N:16]=[C:12]2[CH:11]=[C:10]([CH2:22][OH:23])[N:9]=1.C1(P(C2C=CC=CC=2)C2C=CC=CC=2)C=CC=CC=1.N(C(OCC)=O)=NC(OCC)=O.[Br:60][C:61]1[CH:62]=[C:63](O)[CH:64]=[CH:65][CH:66]=1.C(=O)(O)[O-].[Na+], predict the reaction product. (2) Given the reactants C([O:3][C:4](=[O:23])[CH2:5][C:6]1[O:10][C:9]([C:11]2[CH:16]=[CH:15][C:14]([C:17]3[CH:22]=[CH:21][CH:20]=[CH:19][CH:18]=3)=[CH:13][CH:12]=2)=[CH:8][CH:7]=1)C.[Li+].[OH-].Cl, predict the reaction product. The product is: [C:14]1([C:17]2[CH:18]=[CH:19][CH:20]=[CH:21][CH:22]=2)[CH:15]=[CH:16][C:11]([C:9]2[O:10][C:6]([CH2:5][C:4]([OH:23])=[O:3])=[CH:7][CH:8]=2)=[CH:12][CH:13]=1. (3) Given the reactants [CH:1]1([C@@H:7]([NH:9][C:10]([C:12]2[C:21]3[C:16](=[CH:17][CH:18]=[CH:19][CH:20]=3)[N:15]=[C:14]([C:22]3[CH:27]=[CH:26][CH:25]=[CH:24][CH:23]=3)[C:13]=2[CH2:28][N:29]2[CH2:34][CH2:33][NH:32][CH2:31][CH2:30]2)=[O:11])[CH3:8])[CH2:6][CH2:5][CH2:4][CH2:3][CH2:2]1.[CH3:35][S:36]([CH:39]=[CH2:40])(=[O:38])=[O:37], predict the reaction product. The product is: [CH:1]1([C@@H:7]([NH:9][C:10]([C:12]2[C:21]3[C:16](=[CH:17][CH:18]=[CH:19][CH:20]=3)[N:15]=[C:14]([C:22]3[CH:23]=[CH:24][CH:25]=[CH:26][CH:27]=3)[C:13]=2[CH2:28][N:29]2[CH2:34][CH2:33][N:32]([CH2:40][CH2:39][S:36]([CH3:35])(=[O:38])=[O:37])[CH2:31][CH2:30]2)=[O:11])[CH3:8])[CH2:6][CH2:5][CH2:4][CH2:3][CH2:2]1. (4) Given the reactants [I:1][C:2]1[C:6]([CH2:7][C:8]2([C:21]([O:23]CC)=[O:22])[CH2:13][CH2:12][N:11]([C:14]([O:16][C:17]([CH3:20])([CH3:19])[CH3:18])=[O:15])[CH2:10][CH2:9]2)=[CH:5][N:4]([CH:26]([CH3:28])[CH3:27])[N:3]=1.[OH-].[Na+], predict the reaction product. The product is: [C:17]([O:16][C:14]([N:11]1[CH2:12][CH2:13][C:8]([CH2:7][C:6]2[C:2]([I:1])=[N:3][N:4]([CH:26]([CH3:27])[CH3:28])[CH:5]=2)([C:21]([OH:23])=[O:22])[CH2:9][CH2:10]1)=[O:15])([CH3:20])([CH3:18])[CH3:19]. (5) Given the reactants [NH2:1][C:2]1[C:3]([F:24])=[CH:4][C:5]([I:23])=[C:6]([C:8]2[C:9](=[O:22])[N:10]([CH2:20][CH3:21])[C:11]3[C:16]([CH:17]=2)=[CH:15][N:14]=[C:13]([NH:18][CH3:19])[CH:12]=3)[CH:7]=1.[C:25]1([N:31]=[C:32]=[O:33])[CH:30]=[CH:29][CH:28]=[CH:27][CH:26]=1.N1C=CC=CC=1, predict the reaction product. The product is: [CH2:20]([N:10]1[C:11]2[C:16](=[CH:15][N:14]=[C:13]([NH:18][CH3:19])[CH:12]=2)[CH:17]=[C:8]([C:6]2[C:5]([I:23])=[CH:4][C:3]([F:24])=[C:2]([NH:1][C:32]([NH:31][C:25]3[CH:30]=[CH:29][CH:28]=[CH:27][CH:26]=3)=[O:33])[CH:7]=2)[C:9]1=[O:22])[CH3:21]. (6) Given the reactants C1(N[C:7]2[C:12]([CH3:13])=[C:11]([CH3:14])[N:10]=[C:9]([NH:15][CH2:16][C:17]3[CH:22]=[CH:21][CH:20]=[CH:19][N:18]=3)[N:8]=2)CCCC1.[CH3:23][CH:24]1[CH:29]([CH3:30])[CH2:28][CH2:27][CH2:26][CH:25]1[NH2:31], predict the reaction product. The product is: [CH3:23][CH:24]1[CH:29]([CH3:30])[CH2:28][CH2:27][CH2:26][CH:25]1[NH:31][C:7]1[C:12]([CH3:13])=[C:11]([CH3:14])[N:10]=[C:9]([NH:15][CH2:16][C:17]2[CH:22]=[CH:21][CH:20]=[CH:19][N:18]=2)[N:8]=1.